Dataset: Catalyst prediction with 721,799 reactions and 888 catalyst types from USPTO. Task: Predict which catalyst facilitates the given reaction. (1) Reactant: [CH:1]1[C:6]([Cl:7])=[C:5]([Cl:8])[C:4]([CH2:9][C:10]2[C:11]([OH:19])=[C:12]([Cl:18])[CH:13]=[C:14]([Cl:17])[C:15]=2[Cl:16])=[C:3]([OH:20])[C:2]=1[Cl:21].[CH3:22]I.[C:24]([O-:27])([O-])=O.[K+].[K+]. Product: [CH:13]1[C:14]([Cl:17])=[C:15]([Cl:16])[C:10]([CH2:9][C:4]2[C:3]([OH:20])=[C:2]([Cl:21])[CH:1]=[C:6]([Cl:7])[C:5]=2[Cl:8])=[C:11]([OH:19])[C:12]=1[Cl:18].[CH3:1][O:27][CH3:24].[Cl:8][C:5]1[C:6]([Cl:7])=[CH:1][C:2]([Cl:21])=[C:3]([O:20][CH3:22])[C:4]=1[CH2:9][C:10]1[C:11]([O:27][CH3:24])=[C:12]([Cl:18])[CH:13]=[C:14]([Cl:17])[C:15]=1[Cl:16]. The catalyst class is: 21. (2) Reactant: [CH2:1]([O:8][C:9]1[C:14](=[O:15])[N:13]=[C:12]([CH2:16][C:17]2[CH:22]=[CH:21][C:20]([Cl:23])=[CH:19][C:18]=2Br)[N:11]2[CH2:25][CH2:26][N:27]([CH:30]([CH3:32])[CH3:31])[C:28](=[O:29])[C:10]=12)[C:2]1[CH:7]=[CH:6][CH:5]=[CH:4][CH:3]=1.[Cl:33][C:34]1[CH:39]=[CH:38][C:37](B(O)O)=[CH:36][CH:35]=1.C([O-])([O-])=O.[K+].[K+].C1(P(C2CCCCC2)C2C=CC=CC=2C2C(OC)=CC=CC=2OC)CCCCC1. Product: [CH2:1]([O:8][C:9]1[C:14](=[O:15])[N:13]=[C:12]([CH2:16][C:17]2[CH:22]=[CH:21][C:20]([Cl:23])=[CH:19][C:18]=2[C:37]2[CH:38]=[CH:39][C:34]([Cl:33])=[CH:35][CH:36]=2)[N:11]2[CH2:25][CH2:26][N:27]([CH:30]([CH3:32])[CH3:31])[C:28](=[O:29])[C:10]=12)[C:2]1[CH:7]=[CH:6][CH:5]=[CH:4][CH:3]=1. The catalyst class is: 12. (3) Reactant: [C:1]1([C:11]([OH:13])=O)[C:10]2[CH2:9][CH2:8][CH2:7][CH2:6][C:5]=2[CH:4]=[CH:3][CH:2]=1.[CH2:14]([O:16][C:17]([C:19]1([NH2:29])[CH2:28][C:22]2=[C:23]([CH3:27])[S:24][C:25]([CH3:26])=[C:21]2[CH2:20]1)=[O:18])[CH3:15].CN(C(ON1N=NC2C=CC=NC1=2)=[N+](C)C)C.F[P-](F)(F)(F)(F)F.CCN(C(C)C)C(C)C. Product: [CH2:14]([O:16][C:17]([C:19]1([NH:29][C:11]([C:1]2[C:10]3[CH2:9][CH2:8][CH2:7][CH2:6][C:5]=3[CH:4]=[CH:3][CH:2]=2)=[O:13])[CH2:20][C:21]2=[C:25]([CH3:26])[S:24][C:23]([CH3:27])=[C:22]2[CH2:28]1)=[O:18])[CH3:15]. The catalyst class is: 3. (4) Reactant: Cl.[CH3:2][C@@H:3]1[CH2:7][CH2:6][CH2:5][NH:4]1.C(=O)([O-])[O-].[K+].[K+].Br[CH2:15][CH2:16][CH2:17][C:18]([O:20][CH2:21][CH3:22])=[O:19]. Product: [CH2:21]([O:20][C:18](=[O:19])[CH2:17][CH2:16][CH2:15][N:4]1[CH2:5][CH2:6][CH2:7][C@H:3]1[CH3:2])[CH3:22]. The catalyst class is: 131. (5) Reactant: [CH3:1][O:2][C:3]1[CH:4]=[C:5]2[C:10](=[CH:11][C:12]=1[O:13][CH3:14])[N:9]=[CH:8][CH:7]=[C:6]2[O:15][C:16]1[C:22]([CH3:23])=[CH:21][C:19]([NH2:20])=[C:18]([CH3:24])[CH:17]=1.ClC(Cl)(O[C:29](=[O:35])[O:30][C:31](Cl)(Cl)Cl)Cl.[O:37]1[CH2:42][CH2:41][N:40]([CH2:43]CO)[CH2:39][CH2:38]1.C(=O)(O)[O-].[Na+]. Product: [CH3:1][O:2][C:3]1[CH:4]=[C:5]2[C:10](=[CH:11][C:12]=1[O:13][CH3:14])[N:9]=[CH:8][CH:7]=[C:6]2[O:15][C:16]1[C:22]([CH3:23])=[CH:21][C:19]([NH:20][C:29](=[O:35])[O:30][CH2:31][CH2:43][N:40]2[CH2:41][CH2:42][O:37][CH2:38][CH2:39]2)=[C:18]([CH3:24])[CH:17]=1. The catalyst class is: 208. (6) Reactant: Cl.[CH3:2][C:3]1([CH3:11])[CH2:7][NH:6][C@H:5]([C:8]([OH:10])=[O:9])[CH2:4]1.C=O.[CH3:14]CN(C(C)C)C(C)C. Product: [CH3:14][N:6]1[CH2:7][C:3]([CH3:11])([CH3:2])[CH2:4][C@H:5]1[C:8]([OH:10])=[O:9]. The catalyst class is: 45.